This data is from CYP2D6 inhibition data for predicting drug metabolism from PubChem BioAssay. The task is: Regression/Classification. Given a drug SMILES string, predict its absorption, distribution, metabolism, or excretion properties. Task type varies by dataset: regression for continuous measurements (e.g., permeability, clearance, half-life) or binary classification for categorical outcomes (e.g., BBB penetration, CYP inhibition). Dataset: cyp2d6_veith. (1) The drug is CC1(C)S[C@@H]2[C@H](NC(=O)Cc3ccccc3)C(=O)N2[C@@H]1C(=O)O. The result is 0 (non-inhibitor). (2) The molecule is CN1CCN(c2ncc3nc(-c4cn(C)c5ccccc45)c(=O)n(-c4ccccc4)c3n2)CC1. The result is 0 (non-inhibitor). (3) The compound is Cc1ccc(NC(=O)Nc2nc(-c3ccc(C)s3)cs2)cc1. The result is 0 (non-inhibitor). (4) The result is 0 (non-inhibitor). The drug is CCOc1cc(NC(=S)NCC2CCCO2)c(OCC)cc1NC(=O)c1cccc(C)c1. (5) The molecule is COc1ccc(NC(=O)c2ccccc2NC(=O)CSc2ccc(C)cc2)cc1. The result is 0 (non-inhibitor). (6) The molecule is COC(=O)c1sccc1NC(=O)c1cc(-c2ccc(C)cc2C)nc2ccccc12. The result is 0 (non-inhibitor). (7) The compound is Cc1cc2c(cc1C)NC1=C(N2)O[C@H](c2c[nH]c3ccc(COc4ccccc4)cc23)C1=O. The result is 0 (non-inhibitor). (8) The molecule is O=C(O)/C(=C/c1c(C(=O)O)[nH]c2cc(Cl)cc(Cl)c12)c1ccccc1. The result is 0 (non-inhibitor).